Predict the reaction yield, written as a fraction of the theoretical maximum amount of product (1.0 means a 100% yield; for example, 0.34 means a 34% yield). From a dataset of Reaction yield outcomes from USPTO patents with 853,638 reactions. (1) The reactants are [Br:1][C:2]1[C:7]([Cl:8])=[CH:6][CH:5]=[CH:4][C:3]=1[CH2:9][OH:10].C(=O)([O-])O.[Na+].S([O-])([O-])(=O)=S.[Na+].[Na+]. The catalyst is C(Cl)Cl. The product is [Br:1][C:2]1[C:7]([Cl:8])=[CH:6][CH:5]=[CH:4][C:3]=1[CH:9]=[O:10]. The yield is 0.940. (2) The reactants are [C:1]1(=O)[CH2:6][CH2:5][CH2:4][C:3](=[O:7])[CH2:2]1.[C:9](=[O:12])([O-])[O-].[K+].[K+].I[CH3:16]. The catalyst is CC(C)=O. The product is [CH3:16][C:2]1([CH3:1])[C:3](=[O:7])[CH2:4][CH2:5][CH2:6][C:9]1=[O:12]. The yield is 0.280. (3) The reactants are [NH2:1][C:2]1[CH:9]=[CH:8][CH:7]=[CH:6][C:3]=1[CH2:4][NH2:5].C(N(CC)CC)C.[C:17]([O:21][C:22](O[C:22]([O:21][C:17]([CH3:20])([CH3:19])[CH3:18])=[O:23])=[O:23])([CH3:20])([CH3:19])[CH3:18].C([O-])(O)=O.[Na+]. The catalyst is C1COCC1. The product is [NH2:1][C:2]1[CH:9]=[CH:8][CH:7]=[CH:6][C:3]=1[CH2:4][NH:5][C:22](=[O:23])[O:21][C:17]([CH3:20])([CH3:19])[CH3:18]. The yield is 0.200. (4) The reactants are [Br:1][C:2]1[C:3]([OH:9])=[N:4][CH:5]=[C:6]([CH3:8])[CH:7]=1.[F:10][C:11]([F:19])(S(F)(=O)=O)C(O)=O.C([O-])([O-])=O.[Na+].[Na+].O. The catalyst is C(#N)C. The product is [Br:1][C:2]1[C:3]([O:9][CH:11]([F:19])[F:10])=[N:4][CH:5]=[C:6]([CH3:8])[CH:7]=1. The yield is 0.700. (5) The reactants are [CH3:1][C:2]1([CH3:18])[CH2:11][CH2:10][C:5]2(OCC[O:6]2)[C:4]([C:12]2[N:16]([CH3:17])[N:15]=[CH:14][CH:13]=2)=[CH:3]1.Cl.[OH-].[Na+]. The catalyst is C1COCC1. The product is [CH3:1][C:2]1([CH3:18])[CH2:11][CH2:10][C:5](=[O:6])[C:4]([C:12]2[N:16]([CH3:17])[N:15]=[CH:14][CH:13]=2)=[CH:3]1. The yield is 0.910. (6) The reactants are [C:1]([NH:5][C:6]1[C:11]([C:12]([NH2:14])=[O:13])=[CH:10][N:9]=[C:8](Cl)[N:7]=1)([CH3:4])([CH3:3])[CH3:2].Cl.[NH2:17][C@H:18]1[CH2:23][CH2:22][C@H:21]([OH:24])[CH2:20][CH2:19]1.C([O-])([O-])=O.[Na+].[Na+].O. The catalyst is CN1C(=O)CCC1. The product is [C:1]([NH:5][C:6]1[C:11]([C:12]([NH2:14])=[O:13])=[CH:10][N:9]=[C:8]([NH:17][C@H:18]2[CH2:23][CH2:22][C@H:21]([OH:24])[CH2:20][CH2:19]2)[N:7]=1)([CH3:4])([CH3:3])[CH3:2]. The yield is 0.890.